The task is: Binary Classification. Given a drug SMILES string, predict its activity (active/inactive) in a high-throughput screening assay against a specified biological target.. This data is from M1 muscarinic receptor antagonist screen with 61,756 compounds. (1) The drug is s1c2c(CC(OC2)(C)C)c2c=3n(CCN3)cnc12. The result is 0 (inactive). (2) The molecule is S(=O)(=O)(N1CCOCC1)c1ccc(NC(=O)c2cc(OCC)c(OCC)c(OCC)c2)cc1. The result is 0 (inactive). (3) The compound is O=C(N1CCCCC1)C1CCC(CC1)CNC1=C(N2CCCCC2)C(=O)C1=O. The result is 0 (inactive). (4) The compound is O(CC(=O)Nc1n(nc(C(C)(C)C)c1)c1ccccc1)C(=O)c1n(ccc1)C. The result is 0 (inactive). (5) The compound is s1c2ncn(C(CC)C(OC)=O)c(=O)c2c(c1C(OCC)=O)C. The result is 0 (inactive). (6) The compound is S(C(C(=O)Nc1ccccc1)C(=O)C)c1nc(N(C)C)nc(OCC)n1. The result is 0 (inactive).